This data is from Merck oncology drug combination screen with 23,052 pairs across 39 cell lines. The task is: Regression. Given two drug SMILES strings and cell line genomic features, predict the synergy score measuring deviation from expected non-interaction effect. (1) Drug 1: COC12C(COC(N)=O)C3=C(C(=O)C(C)=C(N)C3=O)N1CC1NC12. Drug 2: CS(=O)(=O)CCNCc1ccc(-c2ccc3ncnc(Nc4ccc(OCc5cccc(F)c5)c(Cl)c4)c3c2)o1. Cell line: NCIH2122. Synergy scores: synergy=13.9. (2) Drug 1: CN1C(=O)C=CC2(C)C3CCC4(C)C(NC(=O)OCC(F)(F)F)CCC4C3CCC12. Drug 2: CCc1cnn2c(NCc3ccc[n+]([O-])c3)cc(N3CCCCC3CCO)nc12. Cell line: NCIH460. Synergy scores: synergy=4.38.